This data is from Full USPTO retrosynthesis dataset with 1.9M reactions from patents (1976-2016). The task is: Predict the reactants needed to synthesize the given product. (1) Given the product [C:1]([O:5][C:6]([N:8]1[C@@H:12](/[CH:13]=[CH:32]/[C:31]2[CH:34]=[CH:35][CH:36]=[C:29]([Cl:28])[CH:30]=2)[CH2:11][O:10][C:9]1([CH3:26])[CH3:27])=[O:7])([CH3:2])([CH3:3])[CH3:4], predict the reactants needed to synthesize it. The reactants are: [C:1]([O:5][C:6]([N:8]1[C@@H:12]([CH2:13]S(C2SC3C=CC=CC=3N=2)(=O)=O)[CH2:11][O:10][C:9]1([CH3:27])[CH3:26])=[O:7])([CH3:4])([CH3:3])[CH3:2].[Cl:28][C:29]1[CH:30]=[C:31]([CH:34]=[CH:35][CH:36]=1)[CH:32]=O. (2) Given the product [CH2:46]([NH:53][C:14](=[O:16])[C@@H:2]([NH:1][C:17](=[O:18])[O:19][C:20]([CH3:23])([CH3:22])[CH3:21])[CH2:3][CH2:4][CH2:5][CH2:6][NH:7][C:8](=[O:9])[C:10]([F:11])([F:12])[F:13])[C:47]1[CH:52]=[CH:51][CH:50]=[CH:49][CH:48]=1, predict the reactants needed to synthesize it. The reactants are: [NH:1]([C:17]([O:19][C:20]([CH3:23])([CH3:22])[CH3:21])=[O:18])[C@H:2]([C:14]([OH:16])=O)[CH2:3][CH2:4][CH2:5][CH2:6][NH:7][C:8]([C:10]([F:13])([F:12])[F:11])=[O:9].N1(O)C2C=CC=CC=2N=N1.Cl.C(N=C=NCCCN(C)C)C.[CH2:46]([NH2:53])[C:47]1[CH:52]=[CH:51][CH:50]=[CH:49][CH:48]=1. (3) Given the product [OH:31][C:32]1[CH:37]=[CH:36][C:35]([C:2]2[CH:30]=[CH:29][CH:28]=[C:4]([CH2:5][CH:6]3[C:13]4[CH:12]=[C:11]([C:14]([O:16][CH3:17])=[O:15])[NH:10][C:9]=4[CH2:8][CH2:7]3)[CH:3]=2)=[CH:34][CH:33]=1.[OH:31][C:32]1[CH:37]=[CH:36][C:35]([C:2]2[CH:30]=[CH:29][CH:28]=[C:4](/[CH:5]=[C:6]3\[CH2:7][CH2:8][C:9]4[N:10]([S:18]([C:21]5[CH:27]=[CH:26][C:24]([CH3:25])=[CH:23][CH:22]=5)(=[O:19])=[O:20])[C:11]([C:14]([O:16][CH3:17])=[O:15])=[CH:12][C:13]\3=4)[CH:3]=2)=[CH:34][CH:33]=1, predict the reactants needed to synthesize it. The reactants are: Br[C:2]1[CH:3]=[C:4]([CH:28]=[CH:29][CH:30]=1)/[CH:5]=[C:6]1\[CH2:7][CH2:8][C:9]2[N:10]([S:18]([C:21]3[CH:27]=[CH:26][C:24]([CH3:25])=[CH:23][CH:22]=3)(=[O:20])=[O:19])[C:11]([C:14]([O:16][CH3:17])=[O:15])=[CH:12][C:13]\1=2.[OH:31][C:32]1[CH:37]=[CH:36][C:35](B(O)O)=[CH:34][CH:33]=1.